This data is from Reaction yield outcomes from USPTO patents with 853,638 reactions. The task is: Predict the reaction yield, written as a fraction of the theoretical maximum amount of product (1.0 means a 100% yield; for example, 0.34 means a 34% yield). (1) The reactants are [N+:1]([C:4]1[CH:9]=[CH:8][C:7]([N:10]2[CH2:15][CH2:14][N:13]([C:16]([O:18]C3C=CC([N+]([O-])=O)=CC=3)=O)[CH2:12][CH2:11]2)=[CH:6][CH:5]=1)([O-:3])=[O:2].[NH:28]1[CH2:33][CH2:32][CH2:31][CH2:30][CH2:29]1. No catalyst specified. The product is [N+:1]([C:4]1[CH:5]=[CH:6][C:7]([N:10]2[CH2:11][CH2:12][N:13]([C:16]([N:28]3[CH2:33][CH2:32][CH2:31][CH2:30][CH2:29]3)=[O:18])[CH2:14][CH2:15]2)=[CH:8][CH:9]=1)([O-:3])=[O:2]. The yield is 0.844. (2) The reactants are [CH2:1]([N:8]1[CH2:13][CH2:12][N:11](C(OC(C)(C)C)=O)[CH2:10][C@@H:9]1[CH3:21])[C:2]1[CH:7]=[CH:6][CH:5]=[CH:4][CH:3]=1.FC(F)(F)C([O-])=O.[OH-].[Na+]. The catalyst is C(Cl)Cl. The product is [CH2:1]([N:8]1[CH2:13][CH2:12][NH:11][CH2:10][C@@H:9]1[CH3:21])[C:2]1[CH:7]=[CH:6][CH:5]=[CH:4][CH:3]=1. The yield is 0.900. (3) The reactants are F[C:2]1[CH:3]=[C:4]2[C:9](=[CH:10][C:11]=1[N+:12]([O-:14])=[O:13])[NH:8][C:7](=[O:15])[N:6]([NH:16][S:17]([CH3:20])(=[O:19])=[O:18])[C:5]2=[O:21].[NH2:22][CH:23]([CH3:26])[CH2:24][OH:25]. No catalyst specified. The product is [OH:25][CH2:24][CH:23]([NH:22][C:2]1[CH:3]=[C:4]2[C:9](=[CH:10][C:11]=1[N+:12]([O-:14])=[O:13])[NH:8][C:7](=[O:15])[N:6]([NH:16][S:17]([CH3:20])(=[O:19])=[O:18])[C:5]2=[O:21])[CH3:26]. The yield is 0.710.